This data is from Full USPTO retrosynthesis dataset with 1.9M reactions from patents (1976-2016). The task is: Predict the reactants needed to synthesize the given product. (1) Given the product [CH:1]1([CH2:4][O:5][C:6]2[C:7]([O:24][CH2:31][CH2:32][CH3:33])=[C:8]([C:14]3[CH:22]=[CH:21][CH:20]=[C:19]4[C:15]=3[CH2:16][CH2:17][C:18]4=[O:23])[CH:9]=[CH:10][C:11]=2[O:12][CH3:13])[CH2:3][CH2:2]1, predict the reactants needed to synthesize it. The reactants are: [CH:1]1([CH2:4][O:5][C:6]2[C:7]([OH:24])=[C:8]([C:14]3[CH:22]=[CH:21][CH:20]=[C:19]4[C:15]=3[CH2:16][CH2:17][C:18]4=[O:23])[CH:9]=[CH:10][C:11]=2[O:12][CH3:13])[CH2:3][CH2:2]1.C(=O)([O-])[O-].[K+].[K+].[CH3:31][CH2:32][CH2:33]Br. (2) The reactants are: [C:1](Cl)(Cl)=[O:2].[C:5]([O:9][C:10](=[O:31])[NH:11][CH2:12][C@H:13]([OH:30])[CH2:14][NH:15][C:16]1[CH:17]=[C:18]2[C:22](=[C:23]([F:25])[CH:24]=1)[N:21]([CH2:26][CH2:27][CH3:28])[C:20](=[O:29])[CH2:19]2)([CH3:8])([CH3:7])[CH3:6].C(N(CC)CC)C. Given the product [C:5]([O:9][C:10](=[O:31])[NH:11][CH2:12][C@@H:13]1[O:30][C:1](=[O:2])[N:15]([C:16]2[CH:17]=[C:18]3[C:22](=[C:23]([F:25])[CH:24]=2)[N:21]([CH2:26][CH2:27][CH3:28])[C:20](=[O:29])[CH2:19]3)[CH2:14]1)([CH3:6])([CH3:7])[CH3:8], predict the reactants needed to synthesize it. (3) Given the product [Br:19][CH2:20][CH2:21][CH2:22][CH2:23][CH2:24][CH2:25][N:14]1[CH2:13][C@@H:12]([C:10]2[CH:9]=[CH:8][C:6]3[O:7][C:2]([CH3:18])([CH3:1])[O:3][CH2:4][C:5]=3[CH:11]=2)[O:16][C:15]1=[O:17], predict the reactants needed to synthesize it. The reactants are: [CH3:1][C:2]1([CH3:18])[O:7][C:6]2[CH:8]=[CH:9][C:10]([C@H:12]3[O:16][C:15](=[O:17])[NH:14][CH2:13]3)=[CH:11][C:5]=2[CH2:4][O:3]1.[Br:19][CH2:20][CH2:21][CH2:22][CH2:23][CH2:24][CH2:25]Br.[H-].[Na+].P([O-])([O-])([O-])=O. (4) Given the product [CH3:2][N:3]([CH2:5][C:7]1[N:8]=[C:9]([NH:12][C:13]([C:15]2[C:16]3[N:17]=[CH:18][CH:19]=[N:20][C:21]=3[C:22]([C:25]3[C:30]([F:31])=[C:29]([O:32][CH3:33])[CH:28]=[C:27]([O:34][CH3:35])[C:26]=3[F:36])=[CH:23][CH:24]=2)=[O:14])[NH:10][CH:11]=1)[CH3:4], predict the reactants needed to synthesize it. The reactants are: Cl.[CH3:2][NH:3][CH3:4].[CH:5]([C:7]1[N:8]=[C:9]([NH:12][C:13]([C:15]2[C:16]3[N:17]=[CH:18][CH:19]=[N:20][C:21]=3[C:22]([C:25]3[C:30]([F:31])=[C:29]([O:32][CH3:33])[CH:28]=[C:27]([O:34][CH3:35])[C:26]=3[F:36])=[CH:23][CH:24]=2)=[O:14])[NH:10][CH:11]=1)=O. (5) Given the product [CH3:17][O:16][C:11]1[CH:10]=[C:9]([NH:8][C:5]2[N:4]=[C:3]([N:18]3[CH:22]=[CH:21][C:20]([C:23]([F:26])([F:25])[F:24])=[N:19]3)[C:2]([C:32]3[CH:31]=[C:30]([C:43]([O:45][CH3:46])=[O:44])[C:29](=[O:47])[N:28]([CH3:27])[CH:33]=3)=[CH:7][N:6]=2)[CH:14]=[C:13]([CH3:15])[CH:12]=1, predict the reactants needed to synthesize it. The reactants are: Br[C:2]1[C:3]([N:18]2[CH:22]=[CH:21][C:20]([C:23]([F:26])([F:25])[F:24])=[N:19]2)=[N:4][C:5]([NH:8][C:9]2[CH:14]=[C:13]([CH3:15])[CH:12]=[C:11]([O:16][CH3:17])[CH:10]=2)=[N:6][CH:7]=1.[CH3:27][N:28]1[CH:33]=[C:32](B2OC(C)(C)C(C)(C)O2)[CH:31]=[C:30]([C:43]([O:45][CH3:46])=[O:44])[C:29]1=[O:47].COC(C1C(=O)N(C)C=C(B(O)O)C=1)=O.C(Cl)Cl.C(=O)([O-])[O-].[Na+].[Na+]. (6) Given the product [OH:1][C@H:2]([C@H:10]1[O:15][CH2:14][CH2:13][N:12]([CH2:25][C:24]2[CH:27]=[CH:28][C:21]([O:20][CH3:19])=[CH:22][CH:23]=2)[C:11]1=[O:16])[C:3]([O:5][C:6]([CH3:9])([CH3:7])[CH3:8])=[O:4], predict the reactants needed to synthesize it. The reactants are: [OH:1][C@H:2]([C@H:10]1[O:15][CH2:14][CH2:13][NH:12][C:11]1=[O:16])[C:3]([O:5][C:6]([CH3:9])([CH3:8])[CH3:7])=[O:4].[H-].[Na+].[CH3:19][O:20][C:21]1[CH:28]=[CH:27][C:24]([CH2:25]Cl)=[CH:23][CH:22]=1.